Dataset: Full USPTO retrosynthesis dataset with 1.9M reactions from patents (1976-2016). Task: Predict the reactants needed to synthesize the given product. (1) Given the product [CH:39]1([CH:32]([C:28]2[CH:27]=[C:26]([O:24][CH2:23][C:15]3[CH:14]=[CH:13][C:12]([C:5]4[CH:6]=[C:7]([O:10][CH3:11])[CH:8]=[CH:9][C:4]=4[F:3])=[C:17]([O:18][CH2:19][CH:20]([CH3:21])[CH3:22])[N:16]=3)[N:31]=[CH:30][N:29]=2)[CH2:33][C:34]([O:36][CH2:37][CH3:38])=[O:35])[CH2:41][CH2:40]1, predict the reactants needed to synthesize it. The reactants are: [H-].[Na+].[F:3][C:4]1[CH:9]=[CH:8][C:7]([O:10][CH3:11])=[CH:6][C:5]=1[C:12]1[CH:13]=[CH:14][C:15]([CH2:23][OH:24])=[N:16][C:17]=1[O:18][CH2:19][CH:20]([CH3:22])[CH3:21].Cl[C:26]1[N:31]=[CH:30][N:29]=[C:28]([CH:32]([CH:39]2[CH2:41][CH2:40]2)[CH2:33][C:34]([O:36][CH2:37][CH3:38])=[O:35])[CH:27]=1.Cl. (2) Given the product [C:1]1([CH2:7][C:8](=[O:19])[CH2:9][C:10]2[CH:15]=[CH:14][CH:13]=[CH:12][CH:11]=2)[CH:6]=[CH:5][CH:4]=[CH:3][CH:2]=1, predict the reactants needed to synthesize it. The reactants are: [C:1]1([CH:7](O)[CH2:8][CH2:9][C:10]2[CH:15]=[CH:14][CH:13]=[CH:12][CH:11]=2)[CH:6]=[CH:5][CH:4]=[CH:3][CH:2]=1.CC(C)=[O:19].OS(O)(=O)=O.O=[Cr](=O)=O. (3) Given the product [CH2:23]([O:8][C:9]1[CH:10]=[C:11]([CH:17]=[C:18]([OH:21])[C:19]=1[I:20])[C:12]([O:14][CH2:15][CH3:16])=[O:13])[CH3:24], predict the reactants needed to synthesize it. The reactants are: [H-].[Na+].CN(C=O)C.[OH:8][C:9]1[CH:10]=[C:11]([CH:17]=[C:18]([OH:21])[C:19]=1[I:20])[C:12]([O:14][CH2:15][CH3:16])=[O:13].I[CH2:23][CH3:24]. (4) Given the product [N:3]1([C:9]2[CH:19]=[CH:18][C:12]([C:13]([OH:15])=[O:14])=[CH:11][CH:10]=2)[CH2:8][CH2:7][CH2:6][CH2:5][CH2:4]1, predict the reactants needed to synthesize it. The reactants are: [OH-].[Na+].[N:3]1([C:9]2[CH:19]=[CH:18][C:12]([C:13]([O:15]CC)=[O:14])=[CH:11][CH:10]=2)[CH2:8][CH2:7][CH2:6][CH2:5][CH2:4]1.Cl.